Dataset: Forward reaction prediction with 1.9M reactions from USPTO patents (1976-2016). Task: Predict the product of the given reaction. (1) The product is: [C:5]([O:9][C:10](=[O:11])[NH:12][CH:13]1[CH2:14][CH2:15][N:16]([S:19]([C:22]2[CH:30]=[CH:29][C:25]([C:26](=[O:28])[NH:46][CH2:38][CH2:39][C:40]3[CH:45]=[CH:44][CH:43]=[CH:42][CH:41]=3)=[C:24]([F:31])[CH:23]=2)(=[O:20])=[O:21])[CH2:17][CH2:18]1)([CH3:7])([CH3:8])[CH3:6]. Given the reactants S(Cl)(Cl)=O.[C:5]([O:9][C:10]([NH:12][CH:13]1[CH2:18][CH2:17][N:16]([S:19]([C:22]2[CH:30]=[CH:29][C:25]([C:26]([OH:28])=O)=[C:24]([F:31])[CH:23]=2)(=[O:21])=[O:20])[CH2:15][CH2:14]1)=[O:11])([CH3:8])([CH3:7])[CH3:6].N1C=CC=CC=1.[CH2:38]([NH2:46])[CH2:39][C:40]1[CH:45]=[CH:44][CH:43]=[CH:42][CH:41]=1, predict the reaction product. (2) Given the reactants S(Cl)([Cl:3])=O.[N+:5]([C:8]1[CH:9]=[C:10]([OH:17])[C:11](=[CH:15][CH:16]=1)[C:12](O)=[O:13])([O-:7])=[O:6], predict the reaction product. The product is: [OH:17][C:10]1[CH:9]=[C:8]([N+:5]([O-:7])=[O:6])[CH:16]=[CH:15][C:11]=1[C:12]([Cl:3])=[O:13]. (3) Given the reactants [F:1][C@H:2]1[C@H:7]([C:8]2[CH:13]=[CH:12][C:11]([OH:14])=[CH:10][CH:9]=2)[CH2:6][CH2:5][NH:4][CH2:3]1.CCN(C(C)C)C(C)C.[CH3:24][C:25]1[CH:42]=[CH:41][C:28]([CH2:29][N:30]2[CH2:34][CH2:33][C@H:32](CS([O-])(=O)=O)[C:31]2=[O:40])=[CH:27][CH:26]=1, predict the reaction product. The product is: [F:1][C@H:2]1[C@H:7]([C:8]2[CH:13]=[CH:12][C:11]([OH:14])=[CH:10][CH:9]=2)[CH2:6][CH2:5][N:4]([C@@H:32]2[CH2:33][CH2:34][N:30]([CH2:29][C:28]3[CH:41]=[CH:42][C:25]([CH3:24])=[CH:26][CH:27]=3)[C:31]2=[O:40])[CH2:3]1.